From a dataset of Forward reaction prediction with 1.9M reactions from USPTO patents (1976-2016). Predict the product of the given reaction. (1) Given the reactants [Br:1][C:2]1[CH:3]=[C:4]([C:8]#[C:9][CH2:10][OH:11])[CH:5]=[CH:6][CH:7]=1, predict the reaction product. The product is: [Br:1][C:2]1[CH:3]=[C:4]([CH2:8][CH2:9][CH2:10][OH:11])[CH:5]=[CH:6][CH:7]=1. (2) Given the reactants [CH3:1][O:2][C:3]1[CH:4]=[CH:5][C:6]2[O:11][CH:10]=[C:9]([C:12]([NH2:14])=O)[O:8][C:7]=2[CH:15]=1.P(Cl)(Cl)(Cl)=O.C(=O)([O-])O.[Na+].ClCCl, predict the reaction product. The product is: [CH3:1][O:2][C:3]1[CH:4]=[CH:5][C:6]2[O:11][CH:10]=[C:9]([C:12]#[N:14])[O:8][C:7]=2[CH:15]=1. (3) Given the reactants [Cl:1][C:2]1[CH:7]=[CH:6][CH:5]=[C:4]([Cl:8])[C:3]=1[N:9]=[C:10]=[O:11].[NH2:12][C:13]1[C:14]2[S:21][CH:20]=[CH:19][C:15]=2[N:16]=[CH:17][N:18]=1, predict the reaction product. The product is: [Cl:1][C:2]1[CH:7]=[CH:6][CH:5]=[C:4]([Cl:8])[C:3]=1[NH:9][C:10]([NH:12][C:13]1[C:14]2[S:21][CH:20]=[CH:19][C:15]=2[N:16]=[CH:17][N:18]=1)=[O:11]. (4) Given the reactants [NH2:1][CH2:2][C:3]1[CH:8]=[CH:7][C:6]([CH2:9][C:10]([O:12][C:13]([CH3:16])([CH3:15])[CH3:14])=[O:11])=[CH:5][CH:4]=1.C(N(CC)CC)C.Br[CH2:25][C:26]([O:28][C:29]([CH3:32])([CH3:31])[CH3:30])=[O:27], predict the reaction product. The product is: [C:13]([O:12][C:10](=[O:11])[CH2:9][C:6]1[CH:7]=[CH:8][C:3]([CH2:2][NH:1][CH2:25][C:26]([O:28][C:29]([CH3:32])([CH3:31])[CH3:30])=[O:27])=[CH:4][CH:5]=1)([CH3:16])([CH3:15])[CH3:14]. (5) Given the reactants [F:1][C:2]1[CH:7]=[CH:6][C:5]([N:8]2[CH2:13][CH2:12][NH:11][CH2:10][CH2:9]2)=[CH:4][CH:3]=1.[O:14]=[C:15]1[C:20]2[S:21][CH:22]=[C:23]([S:24](Cl)(=[O:26])=[O:25])[C:19]=2[CH2:18][CH2:17][CH2:16]1, predict the reaction product. The product is: [F:1][C:2]1[CH:3]=[CH:4][C:5]([N:8]2[CH2:13][CH2:12][N:11]([S:24]([C:23]3[C:19]4[CH2:18][CH2:17][CH2:16][C:15](=[O:14])[C:20]=4[S:21][CH:22]=3)(=[O:25])=[O:26])[CH2:10][CH2:9]2)=[CH:6][CH:7]=1.